Dataset: Reaction yield outcomes from USPTO patents with 853,638 reactions. Task: Predict the reaction yield, written as a fraction of the theoretical maximum amount of product (1.0 means a 100% yield; for example, 0.34 means a 34% yield). (1) The reactants are [O:1]1[CH:5]=[CH:4][CH:3]=[C:2]1[CH:6](O)[C:7]([OH:9])=[O:8].C[C:12](C)(C)[C:13]([O-])([O-:15])[O-:14].C(O)(=O)CCCCC. The catalyst is C1C2C(CCCC2)CCC1. The product is [C:13]([CH2:12][C:3]1[CH:4]=[CH:5][O:1][C:2]=1[CH2:6][C:7]([OH:9])=[O:8])([OH:15])=[O:14]. The yield is 0.540. (2) The product is [N:1]1[CH:2]=[CH:3][N:4]2[CH:9]=[CH:8][CH:7]=[C:6]([CH2:10][OH:11])[C:5]=12. The reactants are [N:1]1[CH:2]=[CH:3][N:4]2[CH:9]=[CH:8][CH:7]=[C:6]([C:10](OC)=[O:11])[C:5]=12.[H-].[H-].[H-].[H-].[Li+].[Al+3].CCOCC. The catalyst is C1COCC1.C(OCC)(=O)C. The yield is 0.400. (3) The reactants are Cl[C:2]1[N:7]=[C:6]([Cl:8])[N:5]=[C:4]([CH2:9][C:10]2[CH:15]=[CH:14][C:13]([Cl:16])=[CH:12][CH:11]=2)[N:3]=1.[CH3:17][O:18][C:19]1[CH:20]=[C:21]([NH2:31])[CH:22]=[CH:23][C:24]=1[N:25]1[CH:29]=[C:28]([CH3:30])[N:27]=[CH:26]1.C(N(CC)CC)C. The catalyst is CO. The product is [Cl:8][C:6]1[N:5]=[C:4]([CH2:9][C:10]2[CH:15]=[CH:14][C:13]([Cl:16])=[CH:12][CH:11]=2)[N:3]=[C:2]([NH:31][C:21]2[CH:22]=[CH:23][C:24]([N:25]3[CH:29]=[C:28]([CH3:30])[N:27]=[CH:26]3)=[C:19]([O:18][CH3:17])[CH:20]=2)[N:7]=1. The yield is 0.400. (4) The reactants are [CH2:1]([C:4]1[C:8]([CH2:9][CH2:10][C:11](OCC)=[O:12])=[CH:7][N:6]([C:16]2[CH:21]=[CH:20][C:19]([C:22]([F:25])([F:24])[F:23])=[CH:18][N:17]=2)[N:5]=1)[CH2:2][CH3:3].[H-].C([Al+]CC(C)C)C(C)C.Cl. The catalyst is O1CCCC1.CCCCCC. The product is [CH2:1]([C:4]1[C:8]([CH2:9][CH2:10][CH2:11][OH:12])=[CH:7][N:6]([C:16]2[CH:21]=[CH:20][C:19]([C:22]([F:23])([F:25])[F:24])=[CH:18][N:17]=2)[N:5]=1)[CH2:2][CH3:3]. The yield is 0.950.